This data is from Full USPTO retrosynthesis dataset with 1.9M reactions from patents (1976-2016). The task is: Predict the reactants needed to synthesize the given product. (1) Given the product [N+:17]([C:20]1[CH:38]=[CH:37][C:23]([CH2:24][NH:25][S:26]([C:29]2[N:30]=[CH:31][N:32]3[CH:36]=[C:35]([Sn:43]([CH2:44][CH2:45][CH2:46][CH3:47])([CH2:48][CH2:49][CH2:50][CH3:51])[CH2:39][CH2:40][CH2:41][CH3:42])[S:34][C:33]=23)(=[O:27])=[O:28])=[CH:22][CH:21]=1)([O-:19])=[O:18], predict the reactants needed to synthesize it. The reactants are: C[Si]([N-][Si](C)(C)C)(C)C.[Li+].CCCCCC.[N+:17]([C:20]1[CH:38]=[CH:37][C:23]([CH2:24][NH:25][S:26]([C:29]2[N:30]=[CH:31][N:32]3[CH:36]=[CH:35][S:34][C:33]=23)(=[O:28])=[O:27])=[CH:22][CH:21]=1)([O-:19])=[O:18].[CH2:39]([Sn:43](Cl)([CH2:48][CH2:49][CH2:50][CH3:51])[CH2:44][CH2:45][CH2:46][CH3:47])[CH2:40][CH2:41][CH3:42].[Cl-].[NH4+]. (2) Given the product [CH3:1][NH:2][C:3](=[O:4])[NH:44][C:9]1[CH:10]=[C:11]([CH2:12][O:13][C:14]2[C:23]3[C:18](=[CH:19][CH:20]=[CH:21][CH:22]=3)[C:17]([NH:24][C:25]([NH:27][C:28]3[N:32]([C:33]4[CH:34]=[CH:35][C:36]([CH3:39])=[CH:37][CH:38]=4)[N:31]=[C:30]([C:40]([CH3:42])([CH3:43])[CH3:41])[CH:29]=3)=[O:26])=[CH:16][CH:15]=2)[CH:6]=[CH:7][N:8]=1, predict the reactants needed to synthesize it. The reactants are: [CH3:1][N:2]=[C:3]=[O:4].N[C:6]1[CH:7]=[N:8][CH:9]=[CH:10][C:11]=1[CH2:12][O:13][C:14]1[C:23]2[C:18](=[CH:19][CH:20]=[CH:21][CH:22]=2)[C:17]([NH:24][C:25]([NH:27][C:28]2[N:32]([C:33]3[CH:38]=[CH:37][C:36]([CH3:39])=[CH:35][CH:34]=3)[N:31]=[C:30]([C:40]([CH3:43])([CH3:42])[CH3:41])[CH:29]=2)=[O:26])=[CH:16][CH:15]=1.[N:44]1C=CC=CC=1. (3) Given the product [N:31]1([C:29]([C:28]2[CH:35]=[CH:36][C:25]([NH:8][C:5]3[N:4]=[C:3]([C:9]4[N:13]([CH:14]5[CH2:19][CH2:18][O:17][CH2:16][CH2:15]5)[C:12]([C:20]([F:21])([F:23])[F:22])=[N:11][CH:10]=4)[C:2]([F:1])=[CH:7][N:6]=3)=[CH:26][CH:27]=2)=[O:30])[CH2:34][CH2:33][CH2:32]1, predict the reactants needed to synthesize it. The reactants are: [F:1][C:2]1[C:3]([C:9]2[N:13]([CH:14]3[CH2:19][CH2:18][O:17][CH2:16][CH2:15]3)[C:12]([C:20]([F:23])([F:22])[F:21])=[N:11][CH:10]=2)=[N:4][C:5]([NH2:8])=[N:6][CH:7]=1.Br[C:25]1[CH:36]=[CH:35][C:28]([C:29]([N:31]2[CH2:34][CH2:33][CH2:32]2)=[O:30])=[CH:27][CH:26]=1. (4) Given the product [C:1]([O:5][C:6](=[O:36])[NH:7][C@@H:8]([CH2:26][C:27]1[C:35]2[C:30](=[CH:31][CH:32]=[CH:33][CH:34]=2)[NH:29][CH:28]=1)[CH2:9][O:10][C:11]1[CH:12]=[N:13][CH:14]=[C:15]([C:17]2[CH:18]=[C:19]3[C:20](=[CH:21][CH:22]=2)[NH:38][N:37]=[C:24]3[NH2:25])[CH:16]=1)([CH3:4])([CH3:2])[CH3:3], predict the reactants needed to synthesize it. The reactants are: [C:1]([O:5][C:6](=[O:36])[NH:7][C@@H:8]([CH2:26][C:27]1[C:35]2[C:30](=[CH:31][CH:32]=[CH:33][CH:34]=2)[NH:29][CH:28]=1)[CH2:9][O:10][C:11]1[CH:12]=[N:13][CH:14]=[C:15]([C:17]2[CH:22]=[CH:21][C:20](F)=[C:19]([C:24]#[N:25])[CH:18]=2)[CH:16]=1)([CH3:4])([CH3:3])[CH3:2].[NH2:37][NH2:38]. (5) Given the product [Br:1][C:2]1[CH:3]=[CH:4][C:5]([C:8]2[N:9]([CH2:16][C@@H:17]3[CH2:21][CH2:20][NH:19][CH2:18]3)[C:10](=[O:15])[C:11]([CH3:13])([CH3:14])[N:12]=2)=[CH:6][CH:7]=1, predict the reactants needed to synthesize it. The reactants are: [Br:1][C:2]1[CH:7]=[CH:6][C:5]([C:8]2[N:9]([CH2:16][C@@H:17]3[CH2:21][CH2:20][N:19](C(OC(C)(C)C)=O)[CH2:18]3)[C:10](=[O:15])[C:11]([CH3:14])([CH3:13])[N:12]=2)=[CH:4][CH:3]=1. (6) Given the product [Cl:10][C:6]1[C:7]([CH:8]=[O:9])=[C:2]([NH:16][C:15]2[CH:17]=[CH:18][C:19]([F:21])=[CH:20][C:14]=2[F:13])[N:3]=[C:4]([S:11][CH3:12])[N:5]=1, predict the reactants needed to synthesize it. The reactants are: Cl[C:2]1[C:7]([CH:8]=[O:9])=[C:6]([Cl:10])[N:5]=[C:4]([S:11][CH3:12])[N:3]=1.[F:13][C:14]1[CH:20]=[C:19]([F:21])[CH:18]=[CH:17][C:15]=1[NH2:16].CCN(CC)CC.O. (7) Given the product [CH:16]1([N:15]([C:22]2[CH:23]=[CH:24][C:25]([O:28][CH:29]([CH3:31])[CH3:30])=[CH:26][CH:27]=2)[C:13](=[O:14])[N:12]([CH3:33])[C:10]2[S:11][C:7]([S:6][CH2:5][C:4]([OH:3])=[O:32])=[CH:8][N:9]=2)[CH2:17][CH2:21][CH2:20][CH2:19]1, predict the reactants needed to synthesize it. The reactants are: C([O:3][C:4](=[O:32])[CH2:5][S:6][C:7]1[S:11][C:10]([NH:12][C:13]([N:15]([C:22]2[CH:27]=[CH:26][C:25]([O:28][CH:29]([CH3:31])[CH3:30])=[CH:24][CH:23]=2)[CH2:16][CH:17]2[CH2:21][CH2:20][CH2:19]C2)=[O:14])=[N:9][CH:8]=1)C.[CH:33]1(N(C2C=CC(S(C)(=O)=O)=CC=2)C(=O)N(C)C2SC=C(CC(O)=O)N=2)CCCC1.C1(N(C)C2C=CC(OC(C)C)=CC=2)CCCC1.C(OC(=O)CSC1SC(N)=NC=1)C. (8) The reactants are: C([NH:4][C:5]1[N:10]=[C:9]([CH2:11][N:12]2[CH2:17][CH2:16][N:15]([C:18]3[CH:23]=[CH:22][C:21]([NH:24][C:25]([C:27]4[CH2:32][CH2:31][CH2:30][CH2:29][C:28]=4[C:33]4[CH:38]=[CH:37][C:36]([CH3:39])=[CH:35][CH:34]=4)=[O:26])=[CH:20][CH:19]=3)[CH2:14][CH2:13]2)[CH:8]=[CH:7][CH:6]=1)(=O)C.Cl. Given the product [NH2:4][C:5]1[N:10]=[C:9]([CH2:11][N:12]2[CH2:17][CH2:16][N:15]([C:18]3[CH:23]=[CH:22][C:21]([NH:24][C:25]([C:27]4[CH2:32][CH2:31][CH2:30][CH2:29][C:28]=4[C:33]4[CH:34]=[CH:35][C:36]([CH3:39])=[CH:37][CH:38]=4)=[O:26])=[CH:20][CH:19]=3)[CH2:14][CH2:13]2)[CH:8]=[CH:7][CH:6]=1, predict the reactants needed to synthesize it. (9) Given the product [Br:12][C:13]1[S:17][C:16]([N:18]([C:2]([O:4][C:5]2[CH:10]=[CH:9][CH:8]=[CH:7][CH:6]=2)=[O:3])[C:2]([O:4][C:5]2[CH:10]=[CH:9][CH:8]=[CH:7][CH:6]=2)=[O:3])=[N:15][CH:14]=1, predict the reactants needed to synthesize it. The reactants are: Cl[C:2]([O:4][C:5]1[CH:10]=[CH:9][CH:8]=[CH:7][CH:6]=1)=[O:3].Br.[Br:12][C:13]1[S:17][C:16]([NH2:18])=[N:15][CH:14]=1. (10) Given the product [Cl:17][C:18]1[CH:23]=[C:22]([F:24])[CH:21]=[CH:20][C:19]=1[S:25]([NH:13][C@@H:12]([C:14]([OH:16])=[O:15])[CH2:11][CH2:10][CH2:9][NH:8][C:6]([O:5][C:2]([CH3:1])([CH3:3])[CH3:4])=[O:7])(=[O:27])=[O:26], predict the reactants needed to synthesize it. The reactants are: [CH3:1][C:2]([O:5][C:6]([NH:8][CH2:9][CH2:10][CH2:11][C@H:12]([C:14]([OH:16])=[O:15])[NH2:13])=[O:7])([CH3:4])[CH3:3].[Cl:17][C:18]1[CH:23]=[C:22]([F:24])[CH:21]=[CH:20][C:19]=1[S:25](Cl)(=[O:27])=[O:26].CCN(C(C)C)C(C)C.CC(C)=O.